Predict the reactants needed to synthesize the given product. From a dataset of Full USPTO retrosynthesis dataset with 1.9M reactions from patents (1976-2016). (1) The reactants are: Br[C:2]1[CH:10]=[C:9]([C:11]([F:14])([F:13])[F:12])[CH:8]=[CH:7][C:3]=1[C:4]([OH:6])=[O:5].[C:15]1(B(O)O)[CH:20]=[CH:19][CH:18]=[CH:17][CH:16]=1.C1(P(C2CCCCC2)C2C=CC=CC=2C2C(OC)=CC=CC=2OC)CCCCC1. Given the product [F:12][C:11]([F:14])([F:13])[C:9]1[CH:10]=[C:2]([C:15]2[CH:20]=[CH:19][CH:18]=[CH:17][CH:16]=2)[C:3]([C:4]([OH:6])=[O:5])=[CH:7][CH:8]=1, predict the reactants needed to synthesize it. (2) Given the product [C:1]([O:5][C:6]([N:8]([CH3:29])[C@@H:9]([CH3:28])[C:10]([NH:12][C@@H:13]([CH2:18][C:19]1[CH:20]=[CH:21][C:22]([N+:25]([O-:27])=[O:26])=[CH:23][CH:24]=1)[C:14]([OH:16])=[O:15])=[O:11])=[O:7])([CH3:3])([CH3:4])[CH3:2], predict the reactants needed to synthesize it. The reactants are: [C:1]([O:5][C:6]([N:8]([CH3:29])[C@@H:9]([CH3:28])[C:10]([NH:12][C@@H:13]([CH2:18][C:19]1[CH:24]=[CH:23][C:22]([N+:25]([O-:27])=[O:26])=[CH:21][CH:20]=1)[C:14]([O:16]C)=[O:15])=[O:11])=[O:7])([CH3:4])([CH3:3])[CH3:2].[OH-].[Na+].CCOC(C)=O.Cl. (3) Given the product [Cl:1][C:2]1[CH:7]=[CH:6][CH:5]=[CH:4][C:3]=1[N:8]1[CH:12]([C:13]([N:33]2[CH2:34][CH2:35][N:30]([C:25]3[C:24]([Cl:23])=[CH:29][CH:28]=[CH:27][N:26]=3)[CH2:31][CH2:32]2)=[O:14])[CH2:11][N:10]([S:16]([CH:19]([CH3:21])[CH3:20])(=[O:17])=[O:18])[C:9]1=[O:22], predict the reactants needed to synthesize it. The reactants are: [Cl:1][C:2]1[CH:7]=[CH:6][CH:5]=[CH:4][C:3]=1[N:8]1[CH:12]([C:13](O)=[O:14])[CH2:11][N:10]([S:16]([CH:19]([CH3:21])[CH3:20])(=[O:18])=[O:17])[C:9]1=[O:22].[Cl:23][C:24]1[C:25]([N:30]2[CH2:35][CH2:34][NH:33][CH2:32][CH2:31]2)=[N:26][CH:27]=[CH:28][CH:29]=1. (4) Given the product [CH2:1]([P:3]([CH2:22][CH:23]=[C:24]([CH3:26])[CH3:25])(=[O:9])[O:4][CH2:5][CH2:6][CH2:7][CH3:8])[CH3:2], predict the reactants needed to synthesize it. The reactants are: [CH2:1]([P:3]([O-:9])[O:4][CH2:5][CH2:6][CH2:7][CH3:8])[CH3:2].N12CCCN=C1CCCCC2.Cl[CH2:22][CH:23]=[C:24]([CH3:26])[CH3:25]. (5) Given the product [C:27]1([C:25]([C:19]2[CH:20]=[CH:21][CH:22]=[CH:23][CH:24]=2)=[N:26][C:2]2[CH:3]=[CH:4][C:5]([O:17][CH3:18])=[C:6]3[C:11]=2[O:10][CH2:9][C@H:8]([N:12]2[CH2:16][CH2:15][CH2:14][CH2:13]2)[CH2:7]3)[CH:28]=[CH:29][CH:30]=[CH:31][CH:32]=1, predict the reactants needed to synthesize it. The reactants are: Br[C:2]1[CH:3]=[CH:4][C:5]([O:17][CH3:18])=[C:6]2[C:11]=1[O:10][CH2:9][C@H:8]([N:12]1[CH2:16][CH2:15][CH2:14][CH2:13]1)[CH2:7]2.[C:19]1([C:25]([C:27]2[CH:32]=[CH:31][CH:30]=[CH:29][CH:28]=2)=[NH:26])[CH:24]=[CH:23][CH:22]=[CH:21][CH:20]=1.CC(C)([O-])C.[Na+].C(=O)([O-])O.[Na+]. (6) Given the product [CH2:1]([O:8][C:9]([N:11]1[CH2:12][CH2:13][N:14]([C:17]2[CH:22]=[CH:21][CH:20]=[C:19]([CH:23]([C:24]#[N:25])[CH:26]=[O:27])[CH:18]=2)[CH2:15][CH2:16]1)=[O:10])[C:2]1[CH:7]=[CH:6][CH:5]=[CH:4][CH:3]=1, predict the reactants needed to synthesize it. The reactants are: [CH2:1]([O:8][C:9]([N:11]1[CH2:16][CH2:15][N:14]([C:17]2[CH:22]=[CH:21][CH:20]=[C:19]([CH2:23][C:24]#[N:25])[CH:18]=2)[CH2:13][CH2:12]1)=[O:10])[C:2]1[CH:7]=[CH:6][CH:5]=[CH:4][CH:3]=1.[CH:26](OCC)=[O:27].C[O-].[Na+]. (7) Given the product [CH:1]1([N:4]2[C:12]3[CH:11]=[CH:10][N:9]=[CH:8][C:7]=3[N:6]([CH2:13][C:14]3[N:15]([CH2:28][CH2:29][CH:30]([CH3:31])[CH3:32])[C:16]4[C:21]([C:22]=3[C:23]([OH:25])=[O:24])=[CH:20][CH:19]=[CH:18][CH:17]=4)[C:5]2=[O:33])[CH2:3][CH2:2]1, predict the reactants needed to synthesize it. The reactants are: [CH:1]1([N:4]2[C:12]3[CH:11]=[CH:10][N:9]=[CH:8][C:7]=3[N:6]([CH2:13][C:14]3[N:15]([CH2:28][CH2:29][CH:30]([CH3:32])[CH3:31])[C:16]4[C:21]([C:22]=3[C:23]([O:25]CC)=[O:24])=[CH:20][CH:19]=[CH:18][CH:17]=4)[C:5]2=[O:33])[CH2:3][CH2:2]1.[OH-].[Li+].Cl. (8) Given the product [C:28]([O:27][C:25](=[O:26])[NH:13][C@@H:14]([C:22](=[O:24])[NH:46][CH2:45][CH:42]1[CH2:41][CH2:40][N:39]([CH2:38][CH:35]2[CH2:34][CH2:33][O:32][CH2:37][CH2:36]2)[CH2:44][CH2:43]1)[CH2:15][C:16]1[CH:17]=[CH:18][CH:19]=[CH:20][CH:21]=1)([CH3:31])([CH3:30])[CH3:29], predict the reactants needed to synthesize it. The reactants are: C(N1C=CN=C1)(N1C=CN=C1)=O.[NH:13]([C:25]([O:27][C:28]([CH3:31])([CH3:30])[CH3:29])=[O:26])[C@@H:14]([C:22]([OH:24])=O)[CH2:15][C:16]1[CH:21]=[CH:20][CH:19]=[CH:18][CH:17]=1.[O:32]1[CH2:37][CH2:36][CH:35]([CH2:38][N:39]2[CH2:44][CH2:43][CH:42]([CH2:45][NH2:46])[CH2:41][CH2:40]2)[CH2:34][CH2:33]1.[OH-].[Na+].